From a dataset of Forward reaction prediction with 1.9M reactions from USPTO patents (1976-2016). Predict the product of the given reaction. (1) Given the reactants [N+:1]([C:4]1[CH:12]=[CH:11][CH:10]=[CH:9][C:5]=1[C:6]([NH2:8])=[O:7])([O-])=O.CO, predict the reaction product. The product is: [NH2:1][C:4]1[CH:12]=[CH:11][CH:10]=[CH:9][C:5]=1[C:6]([NH2:8])=[O:7]. (2) Given the reactants Br[C:2]1[O:17][C:5]2[N:6]=[C:7]([S:15][CH3:16])[N:8]([CH2:11][CH2:12][O:13][CH3:14])[C:9](=[O:10])[C:4]=2[C:3]=1[C:18]1[CH:23]=[CH:22][CH:21]=[CH:20][CH:19]=1.CC1(C)C(C)(C)OB([C:32]2[CH:37]=[CH:36][C:35]([C:38]3([NH:42][C:43](=[O:49])[O:44][C:45]([CH3:48])([CH3:47])[CH3:46])[CH2:41][CH2:40][CH2:39]3)=[CH:34][CH:33]=2)O1.C(=O)([O-])[O-].[K+].[K+], predict the reaction product. The product is: [CH3:14][O:13][CH2:12][CH2:11][N:8]1[C:9](=[O:10])[C:4]2[C:3]([C:18]3[CH:23]=[CH:22][CH:21]=[CH:20][CH:19]=3)=[C:2]([C:32]3[CH:33]=[CH:34][C:35]([C:38]4([NH:42][C:43](=[O:49])[O:44][C:45]([CH3:47])([CH3:46])[CH3:48])[CH2:39][CH2:40][CH2:41]4)=[CH:36][CH:37]=3)[O:17][C:5]=2[N:6]=[C:7]1[S:15][CH3:16]. (3) Given the reactants [C:1]([O:5][CH2:6][C:7]1[CH:12]=[CH:11][CH:10]=[CH:9][CH:8]=1)(=[O:4])[CH:2]=[CH2:3].O1CCOCC1.N12CCN(CC1)CC2.[CH2:27]=[O:28], predict the reaction product. The product is: [OH:28][CH2:27][C:2](=[CH2:3])[C:1]([O:5][CH2:6][C:7]1[CH:12]=[CH:11][CH:10]=[CH:9][CH:8]=1)=[O:4]. (4) Given the reactants [Cl:1][C:2]1[CH:7]=[CH:6][C:5]([CH2:8][C:9]([C:11]2[CH:16]=[CH:15][CH:14]=[C:13]([I:17])[C:12]=2F)=O)=[C:4]([F:19])[CH:3]=1.[NH2:20][NH2:21], predict the reaction product. The product is: [Cl:1][C:2]1[CH:7]=[CH:6][C:5]([CH2:8][C:9]2[C:11]3[C:12](=[C:13]([I:17])[CH:14]=[CH:15][CH:16]=3)[NH:21][N:20]=2)=[C:4]([F:19])[CH:3]=1. (5) Given the reactants [CH2:1]([O:8][C@H:9]1[C@@H:23]([OH:24])[C@@H:22]([CH3:25])[O:21][C@H:11]([O:12][C:13]2[CH:18]=[CH:17][C:16]([O:19][CH3:20])=[CH:15][CH:14]=2)[C@@H:10]1[O:26][C:27](=[O:33])[CH2:28][CH2:29][C:30]([CH3:32])=[O:31])[C:2]1[CH:7]=[CH:6][CH:5]=[CH:4][CH:3]=1.N1C=CC=CC=1.S(OS(C(F)(F)F)(=O)=O)(C(F)(F)F)(=O)=O.[N-:55]=[N+:56]=[N-:57].[Na+], predict the reaction product. The product is: [N:55]([C@@:23]1([OH:24])[C@@H:22]([CH3:25])[O:21][C@H:11]([O:12][C:13]2[CH:14]=[CH:15][C:16]([O:19][CH3:20])=[CH:17][CH:18]=2)[C@H:10]([O:26][C:27](=[O:33])[CH2:28][CH2:29][C:30]([CH3:32])=[O:31])[C@H:9]1[O:8][CH2:1][C:2]1[CH:7]=[CH:6][CH:5]=[CH:4][CH:3]=1)=[N+:56]=[N-:57]. (6) Given the reactants [CH2:1]([O:3][C:4]1[CH:12]=[CH:11][C:7]([C:8]([OH:10])=O)=[CH:6][C:5]=1[C:13]([F:16])([F:15])[F:14])[CH3:2].C1C=CC2N(O)N=NC=2C=1.CCN=C=NCCCN(C)C.O[N:39]=[C:40]([C:42]1[C:43]2[CH2:44][CH2:45][CH:46]([OH:51])[C:47]=2[CH:48]=[CH:49][CH:50]=1)[NH2:41].[Na+].[Cl-], predict the reaction product. The product is: [CH2:1]([O:3][C:4]1[CH:12]=[CH:11][C:7]([C:8]2[O:10][N:41]=[C:40]([C:42]3[CH:50]=[CH:49][CH:48]=[C:47]4[C:43]=3[CH2:44][CH2:45][CH:46]4[OH:51])[N:39]=2)=[CH:6][C:5]=1[C:13]([F:16])([F:15])[F:14])[CH3:2]. (7) Given the reactants [Cl:1][C:2]1[CH:7]=[CH:6][C:5]([N:8]2[CH:12]=[C:11]([C:13]([O:15]CC)=[O:14])[N:10]=[C:9]2[C:18]2[CH:23]=[CH:22][C:21]([Cl:24])=[CH:20][C:19]=2[Cl:25])=[CH:4][CH:3]=1.[Li+].[OH-], predict the reaction product. The product is: [Cl:1][C:2]1[CH:3]=[CH:4][C:5]([N:8]2[CH:12]=[C:11]([C:13]([OH:15])=[O:14])[N:10]=[C:9]2[C:18]2[CH:23]=[CH:22][C:21]([Cl:24])=[CH:20][C:19]=2[Cl:25])=[CH:6][CH:7]=1. (8) Given the reactants [CH3:1][C:2]1[C:7]([O:8]C(=O)C)=[CH:6][CH:5]=[C:4]([N:12]2[CH:16]=[N:15][CH:14]=[N:13]2)[N:3]=1.[OH-].[Na+].Cl, predict the reaction product. The product is: [CH3:1][C:2]1[C:7]([OH:8])=[CH:6][CH:5]=[C:4]([N:12]2[CH:16]=[N:15][CH:14]=[N:13]2)[N:3]=1. (9) Given the reactants [NH2:1][C:2]1[CH:3]=[C:4]2[C:10]([C:11]3[CH:12]=[C:13]([NH:17][C@H:18]([C:22]([NH:24][CH2:25][C:26]([F:29])([F:28])[F:27])=[O:23])[CH:19]([CH3:21])[CH3:20])[CH:14]=[N:15][CH:16]=3)=[CH:9][N:8]([CH2:30][O:31][CH2:32][CH2:33][Si:34]([CH3:37])([CH3:36])[CH3:35])[C:5]2=[N:6][CH:7]=1.[CH3:38][S:39](Cl)(=[O:41])=[O:40], predict the reaction product. The product is: [CH3:38][S:39]([NH:1][C:2]1[CH:3]=[C:4]2[C:10]([C:11]3[CH:12]=[C:13]([NH:17][C@H:18]([C:22]([NH:24][CH2:25][C:26]([F:29])([F:28])[F:27])=[O:23])[CH:19]([CH3:21])[CH3:20])[CH:14]=[N:15][CH:16]=3)=[CH:9][N:8]([CH2:30][O:31][CH2:32][CH2:33][Si:34]([CH3:37])([CH3:36])[CH3:35])[C:5]2=[N:6][CH:7]=1)(=[O:41])=[O:40]. (10) Given the reactants [F:1][C:2]1[CH:9]=[CH:8][C:5]([CH:6]=O)=[CH:4][CH:3]=1.[NH2:10][C@H:11]1[C@H:16]2[O:17][C@H:13]([CH2:14][CH2:15]2)[C@H:12]1[C:18]([O:20][CH3:21])=[O:19].C([BH3-])#N.[Na+].C([O-])(O)=O.[Na+], predict the reaction product. The product is: [F:1][C:2]1[CH:9]=[CH:8][C:5]([CH2:6][NH:10][C@H:11]2[C@H:16]3[O:17][C@H:13]([CH2:14][CH2:15]3)[C@H:12]2[C:18]([O:20][CH3:21])=[O:19])=[CH:4][CH:3]=1.